Dataset: Full USPTO retrosynthesis dataset with 1.9M reactions from patents (1976-2016). Task: Predict the reactants needed to synthesize the given product. Given the product [OH:45][NH:44][C:43]([C:40]1[CH:41]=[CH:42][C:37]([CH2:36][NH:35][C:34]([CH2:33][N:16]([CH2:15][C:13](=[O:14])[NH:12][CH2:11][C:8]2[CH:9]=[CH:10][C:5]([C:3](=[O:4])[NH:2][OH:1])=[C:6]([OH:49])[CH:7]=2)[C:17](=[O:32])[CH2:18][CH2:19][CH2:20][C:21]([NH:23][NH2:24])=[O:22])=[O:48])=[CH:38][C:39]=1[OH:47])=[O:46], predict the reactants needed to synthesize it. The reactants are: [OH:1][NH:2][C:3]([C:5]1[CH:10]=[CH:9][C:8]([CH2:11][NH:12][C:13]([CH2:15][N:16]([CH2:33][C:34](=[O:48])[NH:35][CH2:36][C:37]2[CH:42]=[CH:41][C:40]([C:43](=[O:46])[NH:44][OH:45])=[C:39]([OH:47])[CH:38]=2)[C:17](=[O:32])[CH2:18][CH2:19][CH2:20][C:21]([NH:23][NH:24]C(OC(C)(C)C)=O)=[O:22])=[O:14])=[CH:7][C:6]=1[OH:49])=[O:4].FC(F)(F)C(O)=O.